This data is from Catalyst prediction with 721,799 reactions and 888 catalyst types from USPTO. The task is: Predict which catalyst facilitates the given reaction. (1) Reactant: Br.[NH2:2][C@@H:3]([CH2:8][C:9]([F:12])([F:11])[CH3:10])[C:4]([O:6][CH3:7])=[O:5].N1C=CC=CC=1.[C:19](Cl)(Cl)=[O:20].C1(C)C=CC=CC=1. Product: [F:12][C:9]([F:11])([CH3:10])[CH2:8][C@H:3]([N:2]=[C:19]=[O:20])[C:4]([O:6][CH3:7])=[O:5]. The catalyst class is: 4. (2) Reactant: C1(P(C2C=CC=CC=2)C2C=CC3C(=CC=CC=3)C=2C2C3C(=CC=CC=3)C=CC=2P(C2C=CC=CC=2)C2C=CC=CC=2)C=CC=CC=1.[CH3:47][O:48][C:49](=[O:53])[CH2:50][CH2:51][NH2:52].Br[C:55]1[CH:60]=[C:59]([N+:61]([O-:63])=[O:62])[CH:58]=[CH:57][C:56]=1[CH3:64].C(=O)([O-])[O-].[Cs+].[Cs+]. Product: [CH3:47][O:48][C:49](=[O:53])[CH2:50][CH2:51][NH:52][C:55]1[CH:60]=[C:59]([N+:61]([O-:63])=[O:62])[CH:58]=[CH:57][C:56]=1[CH3:64]. The catalyst class is: 164.